Task: Predict the product of the given reaction.. Dataset: Forward reaction prediction with 1.9M reactions from USPTO patents (1976-2016) (1) Given the reactants [F:1][C:2]1[CH:3]=[C:4]([C:17]2([C:20]#[N:21])[CH2:19][CH2:18]2)[CH:5]=[CH:6][C:7]=1B1OC(C)(C)C(C)(C)O1.Br[C:23]1[CH:28]=[CH:27][C:26]([C:29]2[CH:34]=[CH:33][CH:32]=[CH:31][CH:30]=2)=[CH:25][CH:24]=1.C([O-])([O-])=O.[Na+].[Na+], predict the reaction product. The product is: [F:1][C:2]1[CH:3]=[C:4]([C:17]2([C:20]#[N:21])[CH2:18][CH2:19]2)[CH:5]=[CH:6][C:7]=1[C:32]1[CH:33]=[CH:34][C:29]([C:26]2[CH:27]=[CH:28][CH:23]=[CH:24][CH:25]=2)=[CH:30][CH:31]=1. (2) Given the reactants [Br:1][C:2]1[CH:7]=[CH:6][CH:5]=[CH:4][C:3]=1B(O)O.Br[C:12]1[N:13]=[C:14]([C:33]2[O:34][C:35]([C:38]3[CH:43]=[CH:42][CH:41]=[CH:40][CH:39]=3)=[N:36][N:37]=2)[C:15]([N:18]([C:26]([O:28][C:29]([CH3:32])([CH3:31])[CH3:30])=[O:27])[C:19](=[O:25])[O:20][C:21]([CH3:24])([CH3:23])[CH3:22])=[N:16][CH:17]=1.C(=O)([O-])[O-].[K+].[K+], predict the reaction product. The product is: [C:21]([O:20][C:19](=[O:25])[N:18]([C:15]1[C:14]([C:33]2[O:34][C:35]([C:38]3[CH:43]=[CH:42][CH:41]=[CH:40][CH:39]=3)=[N:36][N:37]=2)=[N:13][C:12]([C:3]2[CH:4]=[CH:5][CH:6]=[CH:7][C:2]=2[Br:1])=[CH:17][N:16]=1)[C:26]([O:28][C:29]([CH3:32])([CH3:31])[CH3:30])=[O:27])([CH3:22])([CH3:23])[CH3:24].